From a dataset of Full USPTO retrosynthesis dataset with 1.9M reactions from patents (1976-2016). Predict the reactants needed to synthesize the given product. Given the product [NH2:42][C@H:40]1[CH2:41][C@@H:37]([N:15]2[CH:14]=[N:13][C:12]3[C:16]2=[N:17][C:18]([Cl:56])=[N:19][C:11]=3[NH:10][CH2:9][CH:8]([C:49]2[CH:54]=[CH:53][C:52]([OH:55])=[CH:51][CH:50]=2)[C:5]2[CH:6]=[CH:7][C:2]([OH:1])=[CH:3][CH:4]=2)[C@H:38]([OH:48])[C@@H:39]1[OH:47], predict the reactants needed to synthesize it. The reactants are: [OH:1][C:2]1[CH:7]=[CH:6][C:5]([CH:8]([C:49]2[CH:54]=[CH:53][C:52]([OH:55])=[CH:51][CH:50]=2)[CH2:9][NH:10][C:11]2[N:19]=[C:18](N3CC[C@@H](NC(NCC4C=CC=C(O)C=4)=O)C3)[N:17]=[C:16]3[C:12]=2[N:13]=[CH:14][N:15]3[C@@H:37]2[CH2:41][C@H:40]([NH:42]C(=O)CO)[C@@H:39]([OH:47])[C@H:38]2[OH:48])=[CH:4][CH:3]=1.[ClH:56].